Dataset: Forward reaction prediction with 1.9M reactions from USPTO patents (1976-2016). Task: Predict the product of the given reaction. (1) The product is: [CH2:29]([O:33][CH2:34][CH2:35][O:36][C:37]1[CH:38]=[CH:39][C:40]([C:2]2[CH:3]=[CH:4][C:5]([N:18]3[CH2:22][CH2:21][CH:20]([CH2:23][C:24]([O:26][CH2:27][CH3:28])=[O:25])[CH2:19]3)=[C:6](/[CH:8]=[C:9](\[CH3:17])/[C:10]([O:12][C:13]([CH3:15])([CH3:16])[CH3:14])=[O:11])[CH:7]=2)=[CH:41][CH:42]=1)[CH2:30][CH2:31][CH3:32]. Given the reactants Br[C:2]1[CH:3]=[CH:4][C:5]([N:18]2[CH2:22][CH2:21][CH:20]([CH2:23][C:24]([O:26][CH2:27][CH3:28])=[O:25])[CH2:19]2)=[C:6](/[CH:8]=[C:9](\[CH3:17])/[C:10]([O:12][C:13]([CH3:16])([CH3:15])[CH3:14])=[O:11])[CH:7]=1.[CH2:29]([O:33][CH2:34][CH2:35][O:36][C:37]1[CH:42]=[CH:41][C:40](OB(O)O)=[CH:39][CH:38]=1)[CH2:30][CH2:31][CH3:32].C(=O)([O-])[O-].[K+].[K+], predict the reaction product. (2) Given the reactants C([O:8][C:9]1[CH:10]=[CH:11][C:12]2[C:13]3[N:21]([CH2:22][CH:23]4[CH2:28][CH2:27][O:26][CH2:25][CH2:24]4)[C:20]([CH2:29][CH3:30])=[N:19][C:14]=3[CH:15]=[N:16][C:17]=2[CH:18]=1)C1C=CC=CC=1.C(#N)C, predict the reaction product. The product is: [CH2:29]([C:20]1[N:21]([CH2:22][CH:23]2[CH2:28][CH2:27][O:26][CH2:25][CH2:24]2)[C:13]2[C:12]3[CH:11]=[CH:10][C:9]([OH:8])=[CH:18][C:17]=3[N:16]=[CH:15][C:14]=2[N:19]=1)[CH3:30]. (3) Given the reactants [OH:1][C:2]1[CH:3]=[C:4]([CH:7]=[CH:8][CH:9]=1)[C:5]#[N:6].[CH3:10][O:11][C:12](=[O:16])[C:13]#[C:14][CH3:15].N12CCCN=C1CCCCC2, predict the reaction product. The product is: [CH3:10][O:11][C:12](=[O:16])/[CH:13]=[C:14](/[O:1][C:2]1[CH:9]=[CH:8][CH:7]=[C:4]([C:5]#[N:6])[CH:3]=1)\[CH3:15]. (4) The product is: [OH:24][CH2:23][CH2:25][NH:26][C:4]([C:6]1[NH:7][C:8]([CH:12]=[C:13]2[C:21]3[C:16](=[CH:17][CH:18]=[CH:19][CH:20]=3)[NH:15][C:14]2=[O:22])=[C:9]([CH3:11])[CH:10]=1)=[O:5]. Given the reactants C(O[C:4]([C:6]1[NH:7][C:8]([CH:12]=[C:13]2[C:21]3[C:16](=[CH:17][CH:18]=[CH:19][CH:20]=3)[NH:15][C:14]2=[O:22])=[C:9]([CH3:11])[CH:10]=1)=[O:5])C.[CH2:23]([CH2:25][NH2:26])[OH:24].O, predict the reaction product. (5) Given the reactants I[C:2]1[CH:23]=[CH:22][C:5]([C:6]([NH:8][S:9]([C:12]2[CH:17]=[CH:16][CH:15]=[CH:14][C:13]=2[S:18](=[O:21])(=[O:20])[NH2:19])(=[O:11])=[O:10])=[O:7])=[CH:4][CH:3]=1.[C:24]([C:26]1[CH:27]=[N:28][CH:29]=[CH:30][CH:31]=1)#[CH:25].C(N(CC)CC)C.Cl, predict the reaction product. The product is: [N:28]1[CH:29]=[CH:30][CH:31]=[C:26]([C:24]#[C:25][C:2]2[CH:23]=[CH:22][C:5]([C:6]([NH:8][S:9]([C:12]3[CH:17]=[CH:16][CH:15]=[CH:14][C:13]=3[S:18](=[O:21])(=[O:20])[NH2:19])(=[O:11])=[O:10])=[O:7])=[CH:4][CH:3]=2)[CH:27]=1. (6) Given the reactants NC1N(C)N=CC=1C1C=CC(C2C=CC(C3(C(OCC)=O)CC3)=CC=2)=CC=1.[CH2:28]([O:30][C:31]([C:33]1([C:36]2[CH:41]=[CH:40][C:39]([C:42]3[CH:47]=[CH:46][C:45]([C:48]4[CH:49]=[N:50][N:51]([CH3:65])[C:52]=4[NH:53][C:54]([O:56][C@@H:57]([C:59]4[CH:64]=[CH:63][CH:62]=[CH:61][CH:60]=4)[CH3:58])=[O:55])=[CH:44][CH:43]=3)=[CH:38][CH:37]=2)[CH2:35][CH2:34]1)=[O:32])[CH3:29].[Cl:66]C(Cl)(OC(=O)OC(Cl)(Cl)Cl)Cl.ClC1C=CC=CC=1C(O)C, predict the reaction product. The product is: [CH2:28]([O:30][C:31]([C:33]1([C:36]2[CH:37]=[CH:38][C:39]([C:42]3[CH:47]=[CH:46][C:45]([C:48]4[CH:49]=[N:50][N:51]([CH3:65])[C:52]=4[NH:53][C:54]([O:56][CH:57]([C:59]4[CH:60]=[CH:61][CH:62]=[CH:63][C:64]=4[Cl:66])[CH3:58])=[O:55])=[CH:44][CH:43]=3)=[CH:40][CH:41]=2)[CH2:35][CH2:34]1)=[O:32])[CH3:29]. (7) Given the reactants BrBr.[OH-:3].[Na+].[Cl:5][C:6]1[C:11]([CH3:12])=[C:10]([F:13])[CH:9]=[CH:8][C:7]=1[C:14](=[O:16])C, predict the reaction product. The product is: [Cl:5][C:6]1[C:11]([CH3:12])=[C:10]([F:13])[CH:9]=[CH:8][C:7]=1[C:14]([OH:16])=[O:3].